Dataset: Catalyst prediction with 721,799 reactions and 888 catalyst types from USPTO. Task: Predict which catalyst facilitates the given reaction. (1) Reactant: [N+:1]([C:4]1[CH:9]=[CH:8][C:7]([N:10]2[CH2:14][CH2:13][CH:12]([NH:15]C(=O)C)[CH2:11]2)=[CH:6][CH:5]=1)([O-:3])=[O:2].Cl.[OH-].[Na+]. Product: [N+:1]([C:4]1[CH:9]=[CH:8][C:7]([N:10]2[CH2:14][CH2:13][CH:12]([NH2:15])[CH2:11]2)=[CH:6][CH:5]=1)([O-:3])=[O:2]. The catalyst class is: 6. (2) Reactant: [NH2:1][C:2]1[CH:3]=[C:4]([CH:9]=[CH:10][CH:11]=1)[C:5]([O:7][CH3:8])=[O:6].CCN=C=N[CH2:17][CH2:18][CH2:19]N(C)C.CN([C:26]1[CH:31]=[CH:30][CH:29]=[CH:28]N=1)C.[OH2:32]. Product: [C:28]([NH:1][C:2]1[CH:3]=[C:4]([CH:9]=[CH:10][CH:11]=1)[C:5]([O:7][CH3:8])=[O:6])(=[O:32])[CH2:29][CH2:30]/[CH:31]=[CH:26]\[CH2:28]/[CH:29]=[CH:30]\[CH2:31]/[CH:26]=[CH:28]\[CH2:29]/[CH:30]=[CH:31]\[CH2:26]/[CH:3]=[CH:2]\[CH2:11]/[CH:10]=[CH:19]\[CH2:18][CH3:17]. The catalyst class is: 4. (3) Reactant: C(OC([NH:8][C:9]1[C:17]2[C:12](=[CH:13][CH:14]=[CH:15][CH:16]=2)[C:11]([C:26]2[CH:27]=[CH:28][C:29](OS([C:44]([F:47])([F:46])[F:45])(=O)=O)=[C:30]([C:32]3[CH:37]=[CH:36][CH:35]=[C:34]([O:38][CH3:39])[CH:33]=3)[CH:31]=2)([C:18]2[CH:23]=[CH:22][C:21]([O:24][CH3:25])=[CH:20][CH:19]=2)[N:10]=1)=O)(C)(C)C.P([O-])([O-])([O-])=O.[K+].[K+].[K+].COCC[O:60][CH3:61].O.C([OH:65])C. Product: [F:47][C:44]([F:45])([F:46])[C:61]([OH:60])=[O:65].[CH3:39][O:38][C:34]1[CH:33]=[C:32]([C:30]2[CH:29]=[CH:28][CH:27]=[C:26]([C:11]3([C:18]4[CH:19]=[CH:20][C:21]([O:24][CH3:25])=[CH:22][CH:23]=4)[C:12]4[C:17](=[CH:16][CH:15]=[CH:14][CH:13]=4)[C:9]([NH2:8])=[N:10]3)[CH:31]=2)[CH:37]=[CH:36][CH:35]=1. The catalyst class is: 235.